From a dataset of Catalyst prediction with 721,799 reactions and 888 catalyst types from USPTO. Predict which catalyst facilitates the given reaction. (1) Reactant: [C:1](=[O:4])([O-])[O-].[K+].[K+].Cl[C:8]1[C:13]([N+:14]([O-:16])=[O:15])=[CH:12][CH:11]=[C:10](Cl)[N:9]=1.[C:18]([C:20]1[CH:25]=[CH:24][C:23]([OH:26])=[CH:22][CH:21]=1)#[N:19]. Product: [C:18]([C:20]1[CH:25]=[CH:24][C:23]([O:26][C:8]2[C:13]([N+:14]([O-:16])=[O:15])=[CH:12][CH:11]=[C:10]([O:4][C:1]3[CH:24]=[CH:25][C:20]([C:18]#[N:19])=[CH:21][CH:22]=3)[N:9]=2)=[CH:22][CH:21]=1)#[N:19]. The catalyst class is: 3. (2) Reactant: [C:1]([C:5]1[CH:12]=[CH:11][C:8]([CH:9]=O)=[CH:7][CH:6]=1)([CH3:4])([CH3:3])[CH3:2].[F:13][C:14]1[CH:19]=[CH:18][CH:17]=[CH:16][C:15]=1[CH2:20][CH2:21][NH2:22].[BH4-].[Na+]. Product: [C:1]([C:5]1[CH:12]=[CH:11][C:8]([CH2:9][NH:22][CH2:21][CH2:20][C:15]2[CH:16]=[CH:17][CH:18]=[CH:19][C:14]=2[F:13])=[CH:7][CH:6]=1)([CH3:4])([CH3:3])[CH3:2]. The catalyst class is: 240. (3) Reactant: [CH2:1]([O:3][C:4](=[O:31])[C:5]([O:8][C:9]1[CH:14]=[CH:13][C:12]([O:15][CH2:16][CH2:17][C:18]2[N:19]=[C:20]([C:24]3[CH:29]=[CH:28][C:27](Br)=[CH:26][CH:25]=3)[O:21][C:22]=2[CH3:23])=[CH:11][CH:10]=1)([CH3:7])[CH3:6])[CH3:2].[O:32]1[C:36]2[CH:37]=[CH:38][CH:39]=[CH:40][C:35]=2[CH:34]=[C:33]1B(O)O.C1(C)C=CC=CC=1.C(=O)([O-])[O-].[Na+].[Na+]. Product: [CH2:1]([O:3][C:4](=[O:31])[C:5]([O:8][C:9]1[CH:14]=[CH:13][C:12]([O:15][CH2:16][CH2:17][C:18]2[N:19]=[C:20]([C:24]3[CH:29]=[CH:28][CH:27]=[CH:26][C:25]=3[C:33]3[O:32][C:36]4=[CH:37][CH:38]=[CH:39][C:40]4=[CH:35][CH:34]=3)[O:21][C:22]=2[CH3:23])=[CH:11][CH:10]=1)([CH3:7])[CH3:6])[CH3:2]. The catalyst class is: 8. (4) Reactant: [C:1]([C:3]1[C:20](F)=[CH:19][CH:18]=[CH:17][C:4]=1[O:5][C:6]1[CH:15]=[C:14]([F:16])[CH:13]=[CH:12][C:7]=1[C:8]([O:10][CH3:11])=[O:9])#[N:2].O.[NH2:23][NH2:24].C(N(C(C)C)C(C)C)C. Product: [NH2:2][C:1]1[C:3]2[C:20](=[CH:19][CH:18]=[CH:17][C:4]=2[O:5][C:6]2[CH:15]=[C:14]([F:16])[CH:13]=[CH:12][C:7]=2[C:8]([O:10][CH3:11])=[O:9])[NH:24][N:23]=1. The catalyst class is: 12.